From a dataset of Peptide-MHC class I binding affinity with 185,985 pairs from IEDB/IMGT. Regression. Given a peptide amino acid sequence and an MHC pseudo amino acid sequence, predict their binding affinity value. This is MHC class I binding data. (1) The peptide sequence is VFLILCFTI. The MHC is HLA-A30:02 with pseudo-sequence HLA-A30:02. The binding affinity (normalized) is 0.156. (2) The peptide sequence is RLQLIMPAR. The MHC is HLA-A03:01 with pseudo-sequence HLA-A03:01. The binding affinity (normalized) is 0.276. (3) The peptide sequence is MQYEVTQHA. The MHC is HLA-A26:01 with pseudo-sequence HLA-A26:01. The binding affinity (normalized) is 0.0847. (4) The peptide sequence is YTKIVTNIL. The MHC is HLA-A66:01 with pseudo-sequence HLA-A66:01. The binding affinity (normalized) is 0.213. (5) The binding affinity (normalized) is 0.779. The MHC is Mamu-A01 with pseudo-sequence Mamu-A01. The peptide sequence is ETYYTDGSCNK. (6) The peptide sequence is KTNDFAPAW. The MHC is HLA-A02:12 with pseudo-sequence HLA-A02:12. The binding affinity (normalized) is 0.0847. (7) The peptide sequence is LLKWKKTDY. The MHC is HLA-B27:05 with pseudo-sequence HLA-B27:05. The binding affinity (normalized) is 0.0847. (8) The peptide sequence is SIEGELESL. The MHC is HLA-A02:01 with pseudo-sequence HLA-A02:01. The binding affinity (normalized) is 0.235. (9) The peptide sequence is AETQHGTVLV. The MHC is HLA-B40:01 with pseudo-sequence HLA-B40:01. The binding affinity (normalized) is 0.576. (10) The peptide sequence is RPMTYKAAL. The MHC is HLA-A23:01 with pseudo-sequence HLA-A23:01. The binding affinity (normalized) is 0.